Regression. Given two drug SMILES strings and cell line genomic features, predict the synergy score measuring deviation from expected non-interaction effect. From a dataset of NCI-60 drug combinations with 297,098 pairs across 59 cell lines. (1) Drug 1: CN(C)C1=NC(=NC(=N1)N(C)C)N(C)C. Drug 2: CCC1(C2=C(COC1=O)C(=O)N3CC4=CC5=C(C=CC(=C5CN(C)C)O)N=C4C3=C2)O.Cl. Cell line: MDA-MB-231. Synergy scores: CSS=13.6, Synergy_ZIP=-5.04, Synergy_Bliss=-6.83, Synergy_Loewe=-96.7, Synergy_HSA=-10.0. (2) Drug 1: CCCS(=O)(=O)NC1=C(C(=C(C=C1)F)C(=O)C2=CNC3=C2C=C(C=N3)C4=CC=C(C=C4)Cl)F. Drug 2: C(=O)(N)NO. Cell line: HT29. Synergy scores: CSS=34.4, Synergy_ZIP=-2.71, Synergy_Bliss=-3.30, Synergy_Loewe=-23.4, Synergy_HSA=-2.14. (3) Drug 1: C1CC(CCC1OC2=C(C(=CC=C2)Cl)F)(CC3=NC(=CC=C3)NC4=NC=CS4)C(=O)O. Drug 2: CCC1=C2N=C(C=C(N2N=C1)NCC3=C[N+](=CC=C3)[O-])N4CCCCC4CCO. Cell line: HT29. Synergy scores: CSS=46.2, Synergy_ZIP=2.62, Synergy_Bliss=3.57, Synergy_Loewe=-24.6, Synergy_HSA=2.65. (4) Drug 1: CC1C(C(CC(O1)OC2CC(CC3=C2C(=C4C(=C3O)C(=O)C5=C(C4=O)C(=CC=C5)OC)O)(C(=O)CO)O)N)O.Cl. Drug 2: C1CN(P(=O)(OC1)NCCCl)CCCl. Cell line: T-47D. Synergy scores: CSS=-3.55, Synergy_ZIP=3.02, Synergy_Bliss=2.74, Synergy_Loewe=-0.976, Synergy_HSA=-1.20. (5) Drug 1: CC=C1C(=O)NC(C(=O)OC2CC(=O)NC(C(=O)NC(CSSCCC=C2)C(=O)N1)C(C)C)C(C)C. Drug 2: C1CN1C2=NC(=NC(=N2)N3CC3)N4CC4. Cell line: HOP-62. Synergy scores: CSS=46.4, Synergy_ZIP=0.753, Synergy_Bliss=2.97, Synergy_Loewe=-1.85, Synergy_HSA=4.68. (6) Drug 1: C1CCN(CC1)CCOC2=CC=C(C=C2)C(=O)C3=C(SC4=C3C=CC(=C4)O)C5=CC=C(C=C5)O. Drug 2: CCC1=C2CN3C(=CC4=C(C3=O)COC(=O)C4(CC)O)C2=NC5=C1C=C(C=C5)O. Cell line: OVCAR3. Synergy scores: CSS=50.4, Synergy_ZIP=0.329, Synergy_Bliss=-2.81, Synergy_Loewe=-20.8, Synergy_HSA=-0.713. (7) Drug 1: CC(C)NC(=O)C1=CC=C(C=C1)CNNC.Cl. Drug 2: COC1=C2C(=CC3=C1OC=C3)C=CC(=O)O2. Cell line: LOX IMVI. Synergy scores: CSS=3.15, Synergy_ZIP=-2.74, Synergy_Bliss=-3.99, Synergy_Loewe=-3.88, Synergy_HSA=-3.01. (8) Drug 1: CC12CCC3C(C1CCC2=O)CC(=C)C4=CC(=O)C=CC34C. Drug 2: CS(=O)(=O)OCCCCOS(=O)(=O)C. Cell line: OVCAR-4. Synergy scores: CSS=14.9, Synergy_ZIP=1.97, Synergy_Bliss=3.30, Synergy_Loewe=-5.93, Synergy_HSA=2.63.